Task: Regression/Classification. Given a drug SMILES string, predict its absorption, distribution, metabolism, or excretion properties. Task type varies by dataset: regression for continuous measurements (e.g., permeability, clearance, half-life) or binary classification for categorical outcomes (e.g., BBB penetration, CYP inhibition). Dataset: cyp1a2_veith.. Dataset: CYP1A2 inhibition data for predicting drug metabolism from PubChem BioAssay The molecule is Oc1ccccc1/C=N/n1c2ccccc2c2ccccc21. The result is 1 (inhibitor).